The task is: Predict the product of the given reaction.. This data is from Forward reaction prediction with 1.9M reactions from USPTO patents (1976-2016). (1) Given the reactants [CH2:1]([O:3][CH2:4][CH2:5][O:6][C:7]1[CH:12]=[C:11]([CH3:13])[C:10]([C:14]2[CH:19]=[CH:18][CH:17]=[C:16]([CH2:20][O:21][C:22]3[CH:27]=[CH:26][C:25](/[CH:28]=[CH:29]/[C:30]([O:32][CH3:33])=[O:31])=[CH:24][CH:23]=3)[CH:15]=2)=[C:9]([CH3:34])[CH:8]=1)[CH3:2].[N+](=[CH2:37])=[N-].CN(N=O)C(N[N+]([O-])=O)=N.[OH-].[K+], predict the reaction product. The product is: [CH2:1]([O:3][CH2:4][CH2:5][O:6][C:7]1[CH:8]=[C:9]([CH3:34])[C:10]([C:14]2[CH:19]=[CH:18][CH:17]=[C:16]([CH2:20][O:21][C:22]3[CH:23]=[CH:24][C:25]([CH:28]4[CH2:37][CH:29]4[C:30]([O:32][CH3:33])=[O:31])=[CH:26][CH:27]=3)[CH:15]=2)=[C:11]([CH3:13])[CH:12]=1)[CH3:2]. (2) Given the reactants [CH2:1]([NH2:7])[CH2:2][CH2:3][CH2:4][CH2:5][CH3:6].[CH3:8][C:9]1[CH:14]=[CH:13][C:12]([C:15]2[N:16]=[C:17]([C:28](O)=[O:29])[N:18]([CH3:27])[C:19]=2[C:20]2[CH:25]=[CH:24][C:23]([CH3:26])=[CH:22][CH:21]=2)=[CH:11][CH:10]=1, predict the reaction product. The product is: [CH2:1]([NH:7][C:28]([C:17]1[N:18]([CH3:27])[C:19]([C:20]2[CH:25]=[CH:24][C:23]([CH3:26])=[CH:22][CH:21]=2)=[C:15]([C:12]2[CH:11]=[CH:10][C:9]([CH3:8])=[CH:14][CH:13]=2)[N:16]=1)=[O:29])[CH2:2][CH2:3][CH2:4][CH2:5][CH3:6]. (3) Given the reactants [C:1]([NH:4][NH:5][C:6](=O)[C:7]1[CH:12]=[CH:11][N:10]=[CH:9][C:8]=1[F:13])(=O)[CH3:2].COC1C=CC(P2(=S)SP(=S)(C3C=CC(OC)=CC=3)[S:24]2)=CC=1, predict the reaction product. The product is: [F:13][C:8]1[CH:9]=[N:10][CH:11]=[CH:12][C:7]=1[C:6]1[S:24][C:1]([CH3:2])=[N:4][N:5]=1. (4) Given the reactants [F:1][C:2]1[CH:7]=[CH:6][C:5]([C:8](=O)[CH2:9][CH2:10][C:11]([OH:13])=O)=[CH:4][CH:3]=1.O.[NH2:16][NH2:17], predict the reaction product. The product is: [F:1][C:2]1[CH:7]=[CH:6][C:5]([C:8]2[CH2:9][CH2:10][C:11](=[O:13])[NH:16][N:17]=2)=[CH:4][CH:3]=1. (5) Given the reactants F[C:2](F)(F)[C:3](O)=O.[NH2:8][C@@H:9]1[CH2:14][CH2:13][C@H:12]([NH:15][C:16](=[O:25])[O:17][CH2:18][C:19]2[CH:24]=[CH:23][CH:22]=[CH:21][CH:20]=2)[C@H:11]([CH2:26][O:27][CH3:28])[CH2:10]1.[C:29]([BH3-])#N.[Na+].[CH:33](=O)[CH3:34], predict the reaction product. The product is: [NH3:8].[CH2:33]([N:8]([CH:2]([CH3:3])[CH3:29])[C@@H:9]1[CH2:14][CH2:13][C@H:12]([NH:15][C:16](=[O:25])[O:17][CH2:18][C:19]2[CH:20]=[CH:21][CH:22]=[CH:23][CH:24]=2)[C@H:11]([CH2:26][O:27][CH3:28])[CH2:10]1)[CH3:34]. (6) The product is: [CH3:45][C@@:46]1([CH2:49][O:18][C:19]2[CH:24]=[CH:23][CH:22]=[CH:21][C:20]=2[C:25]2([C:28]([O:30][CH3:31])=[O:29])[CH2:27][CH2:26]2)[CH2:48][O:47]1. Given the reactants FC1C=CC(CC(OC)=O)=C(OC[C@@H]2CO2)C=1.[OH:18][C:19]1[CH:24]=[CH:23][CH:22]=[CH:21][C:20]=1[C:25]1([C:28]([O:30][CH3:31])=[O:29])[CH2:27][CH2:26]1.[N+](C1C=C(S(O[CH2:45][C@:46]2([CH3:49])[CH2:48][O:47]2)(=O)=O)C=CC=1)([O-])=O, predict the reaction product.